From a dataset of CYP3A4 inhibition data for predicting drug metabolism from PubChem BioAssay. Regression/Classification. Given a drug SMILES string, predict its absorption, distribution, metabolism, or excretion properties. Task type varies by dataset: regression for continuous measurements (e.g., permeability, clearance, half-life) or binary classification for categorical outcomes (e.g., BBB penetration, CYP inhibition). Dataset: cyp3a4_veith. (1) The drug is CC(=O)Nc1ccc(S(=O)(=O)N2CCN(c3nc(NC4CCCC4)c4ccccc4n3)CC2)cc1. The result is 1 (inhibitor). (2) The compound is CCNC(=O)NC(=O)CSc1nc2ccccc2n1CC(C)C. The result is 1 (inhibitor). (3) The compound is CCCNC(=O)OC[C@@H]1O[C@H](CCO/N=C(\C)CCN2CCc3nc(-c4ccccc4)c(-c4ccccc4)cc3C2)C=C[C@@H]1Oc1ccc(OC)cc1. The result is 1 (inhibitor). (4) The molecule is CCOc1ccc(C(C)=O)cc1N1C(=O)C2C(C1=O)C1C=CC2C12CC2. The result is 0 (non-inhibitor).